This data is from Forward reaction prediction with 1.9M reactions from USPTO patents (1976-2016). The task is: Predict the product of the given reaction. (1) Given the reactants [CH3:1][C@H:2]1[CH2:6][CH2:5][CH2:4][N:3]1[C@H:7]1[CH2:11][CH2:10][N:9]([C:12]2[CH:13]=[C:14]3[C:19](=[CH:20][CH:21]=2)[CH2:18][NH:17][CH2:16][CH2:15]3)[CH2:8]1.Br[C:23]1[C:28]([Cl:29])=[CH:27][C:26]([C:30]([F:33])([F:32])[F:31])=[CH:25][N:24]=1, predict the reaction product. The product is: [Cl:29][C:28]1[C:23]([N:17]2[CH2:16][CH2:15][C:14]3[C:19](=[CH:20][CH:21]=[C:12]([N:9]4[CH2:10][CH2:11][C@H:7]([N:3]5[CH2:4][CH2:5][CH2:6][C@@H:2]5[CH3:1])[CH2:8]4)[CH:13]=3)[CH2:18]2)=[N:24][CH:25]=[C:26]([C:30]([F:32])([F:31])[F:33])[CH:27]=1. (2) Given the reactants [CH3:1][C:2]1[N:7]=[C:6]([CH2:8][C:9]([O:11]C(C)(C)C)=[O:10])[CH:5]=[CH:4][CH:3]=1.C([SiH](CC)CC)C.[C:23]([OH:29])([C:25]([F:28])([F:27])[F:26])=[O:24], predict the reaction product. The product is: [OH:29][C:23]([C:25]([F:28])([F:27])[F:26])=[O:24].[CH3:1][C:2]1[N:7]=[C:6]([CH2:8][C:9]([OH:11])=[O:10])[CH:5]=[CH:4][CH:3]=1. (3) Given the reactants [NH2:1][CH2:2][CH:3]([CH:5]1[CH2:10][CH2:9][N:8]([CH2:11][C:12]2[CH:17]=[CH:16][CH:15]=[CH:14][CH:13]=2)[CH2:7][CH2:6]1)[OH:4].[CH3:18][C:19]([O:22][C:23](O[C:23]([O:22][C:19]([CH3:21])([CH3:20])[CH3:18])=[O:24])=[O:24])([CH3:21])[CH3:20], predict the reaction product. The product is: [OH:4][CH:3]([CH:5]1[CH2:6][CH2:7][N:8]([CH2:11][C:12]2[CH:13]=[CH:14][CH:15]=[CH:16][CH:17]=2)[CH2:9][CH2:10]1)[CH2:2][NH:1][C:23](=[O:24])[O:22][C:19]([CH3:21])([CH3:20])[CH3:18].